Dataset: Reaction yield outcomes from USPTO patents with 853,638 reactions. Task: Predict the reaction yield, written as a fraction of the theoretical maximum amount of product (1.0 means a 100% yield; for example, 0.34 means a 34% yield). (1) The reactants are [CH:1]([C:3]1[CH:4]=[N:5][N:6]([CH3:18])[C:7]=1[C:8]1[CH:9]=[C:10]([C:14]([O:16][CH3:17])=[O:15])[S:11][C:12]=1[CH3:13])=[CH2:2]. The catalyst is CO.[Pd]. The product is [CH2:1]([C:3]1[CH:4]=[N:5][N:6]([CH3:18])[C:7]=1[C:8]1[CH:9]=[C:10]([C:14]([O:16][CH3:17])=[O:15])[S:11][C:12]=1[CH3:13])[CH3:2]. The yield is 0.990. (2) The reactants are [CH3:1][O:2][C:3](=[O:26])[CH2:4][C:5]1[C:14]([CH3:15])=[C:13](B2OC(C)(C)C(C)(C)O2)[C:12]2[C:7](=[CH:8][CH:9]=[C:10]([F:25])[CH:11]=2)[CH:6]=1.Br[C:28]1[CH:33]=[CH:32][C:31]([S:34][C:35]2[CH:40]=[CH:39][C:38]([O:41][C:42]([F:45])([F:44])[F:43])=[CH:37][CH:36]=2)=[CH:30][CH:29]=1.C(=O)(O)[O-].[Na+].O. The catalyst is C(COC)OC.C1C=CC([P]([Pd]([P](C2C=CC=CC=2)(C2C=CC=CC=2)C2C=CC=CC=2)([P](C2C=CC=CC=2)(C2C=CC=CC=2)C2C=CC=CC=2)[P](C2C=CC=CC=2)(C2C=CC=CC=2)C2C=CC=CC=2)(C2C=CC=CC=2)C2C=CC=CC=2)=CC=1. The product is [CH3:1][O:2][C:3](=[O:26])[CH2:4][C:5]1[C:14]([CH3:15])=[C:13]([C:28]2[CH:29]=[CH:30][C:31]([S:34][C:35]3[CH:40]=[CH:39][C:38]([O:41][C:42]([F:44])([F:43])[F:45])=[CH:37][CH:36]=3)=[CH:32][CH:33]=2)[C:12]2[C:7](=[CH:8][CH:9]=[C:10]([F:25])[CH:11]=2)[CH:6]=1. The yield is 0.550. (3) The reactants are [F:1][C:2]([F:11])([F:10])[C:3]1[CH:4]=[C:5]([CH:7]=[CH:8][CH:9]=1)[NH2:6].C(N(CC)CC)C.Cl[C:20](=[O:27])[CH2:21][C:22]([O:24][CH2:25][CH3:26])=[O:23]. The catalyst is CC(C)=O. The product is [O:27]=[C:20]([NH:6][C:5]1[CH:7]=[CH:8][CH:9]=[C:3]([C:2]([F:10])([F:11])[F:1])[CH:4]=1)[CH2:21][C:22]([O:24][CH2:25][CH3:26])=[O:23]. The yield is 0.990. (4) The product is [CH:13]([O:16][C:17]1[CH:18]=[CH:19][C:20]([N:23]2[C:28](=[O:29])[C:27]([CH2:30][C:31]3[CH:36]=[CH:35][C:34]([C:37]4[CH:42]=[CH:41][CH:40]=[CH:39][C:38]=4[C:43]4[NH:3][C:4](=[O:7])[O:5][N:44]=4)=[CH:33][CH:32]=3)=[C:26]([CH2:45][CH2:46][CH3:47])[N:25]=[C:24]2[CH3:48])=[CH:21][CH:22]=1)([CH3:15])[CH3:14]. The reactants are [Cl-].O[NH3+:3].[C:4](=[O:7])([O-])[OH:5].[Na+].CS(C)=O.[CH:13]([O:16][C:17]1[CH:22]=[CH:21][C:20]([N:23]2[C:28](=[O:29])[C:27]([CH2:30][C:31]3[CH:36]=[CH:35][C:34]([C:37]4[C:38]([C:43]#[N:44])=[CH:39][CH:40]=[CH:41][CH:42]=4)=[CH:33][CH:32]=3)=[C:26]([CH2:45][CH2:46][CH3:47])[N:25]=[C:24]2[CH3:48])=[CH:19][CH:18]=1)([CH3:15])[CH3:14]. The catalyst is O.C(OCC)(=O)C. The yield is 0.730. (5) The reactants are Cl[C:2]1[CH:9]=[N:8][CH:7]=[C:6]([Cl:10])[C:3]=1[C:4]#[N:5].[CH2:11]([O:18][C:19]1[CH:24]=[CH:23][C:22](B(O)O)=[CH:21][CH:20]=1)[C:12]1[CH:17]=[CH:16][CH:15]=[CH:14][CH:13]=1.P([O-])([O-])([O-])=O.[K+].[K+].[K+].CN(C)C(=O)C. The catalyst is C(OCC)(=O)C.C1(P(C2C=CC=CC=2)C2C=CC=CC=2)C=CC=CC=1.C1(P(C2C=CC=CC=2)C2C=CC=CC=2)C=CC=CC=1.C1(P(C2C=CC=CC=2)C2C=CC=CC=2)C=CC=CC=1.C1(P(C2C=CC=CC=2)C2C=CC=CC=2)C=CC=CC=1.[Pd]. The product is [CH2:11]([O:18][C:19]1[CH:24]=[CH:23][C:22]([C:2]2[CH:9]=[N:8][CH:7]=[C:6]([Cl:10])[C:3]=2[C:4]#[N:5])=[CH:21][CH:20]=1)[C:12]1[CH:17]=[CH:16][CH:15]=[CH:14][CH:13]=1. The yield is 0.520. (6) The reactants are [Mg].BrCCBr.[F:6][C:7]1[C:16]2[C:11](=[CH:12][CH:13]=[CH:14][CH:15]=2)[CH:10]=[CH:9][CH:8]=1.[Li+].[Cl-].C([Cu])#N.[CH2:22](Br)[CH:23]=[CH2:24].[NH4+].[Cl-]. The catalyst is C1COCC1. The product is [CH2:24]([C:8]1[CH:9]=[CH:10][C:11]2[C:16](=[CH:15][CH:14]=[CH:13][CH:12]=2)[C:7]=1[F:6])[CH:23]=[CH2:22]. The yield is 0.440. (7) The reactants are [N+:1]([C:4]1[CH:9]=[CH:8][C:7]([CH:10]([CH3:14])[C:11]([OH:13])=[O:12])=[CH:6][CH:5]=1)([O-:3])=[O:2].CN(C1C=CC=CN=1)C.[C:24](O)([CH3:27])([CH3:26])[CH3:25].Cl.C(N=C=NCCCN(C)C)C. The catalyst is C(Cl)Cl. The product is [N+:1]([C:4]1[CH:5]=[CH:6][C:7]([CH:10]([CH3:14])[C:11]([O:13][C:24]([CH3:27])([CH3:26])[CH3:25])=[O:12])=[CH:8][CH:9]=1)([O-:3])=[O:2]. The yield is 0.750. (8) The reactants are [CH2:1]([CH:8]([C:14]([NH:16][C@H:17]([C:28]1[S:29][CH:30]=[C:31]([CH2:33][CH3:34])[N:32]=1)[CH2:18][C:19]1[CH:24]=[CH:23][C:22]([N+:25]([O-:27])=[O:26])=[CH:21][CH:20]=1)=[O:15])[C:9]([O:11]CC)=O)[C:2]1[CH:7]=[CH:6][CH:5]=[CH:4][CH:3]=1.C(=O)([O-])[O-].[K+].[K+].[C:41](=[N:44]O)([NH2:43])[CH3:42]. The catalyst is C1(C)C=CC=CC=1. The product is [CH2:33]([C:31]1[N:32]=[C:28]([C@@H:17]([NH:16][C:14](=[O:15])[CH:8]([C:9]2[O:11][N:44]=[C:41]([CH3:42])[N:43]=2)[CH2:1][C:2]2[CH:3]=[CH:4][CH:5]=[CH:6][CH:7]=2)[CH2:18][C:19]2[CH:20]=[CH:21][C:22]([N+:25]([O-:27])=[O:26])=[CH:23][CH:24]=2)[S:29][CH:30]=1)[CH3:34]. The yield is 0.940. (9) The reactants are [CH3:1]C([O-])(C)C.[K+].[C:7]([N:14]1[CH2:19][CH2:18][C:17](=O)[CH2:16][CH2:15]1)([O:9][C:10]([CH3:13])([CH3:12])[CH3:11])=[O:8].[NH4+].[Cl-]. The catalyst is [Br-].C[P+](C1C=CC=CC=1)(C1C=CC=CC=1)C1C=CC=CC=1.C(OCC)C. The product is [C:10]([O:9][C:7]([N:14]1[CH2:19][CH2:18][C:17](=[CH2:1])[CH2:16][CH2:15]1)=[O:8])([CH3:13])([CH3:12])[CH3:11]. The yield is 0.890.